From a dataset of Reaction yield outcomes from USPTO patents with 853,638 reactions. Predict the reaction yield, written as a fraction of the theoretical maximum amount of product (1.0 means a 100% yield; for example, 0.34 means a 34% yield). The catalyst is C1COCC1. The product is [O:1]1[C:5]2([CH2:10][CH2:9][N:8]([C:16]3[C:17]4[C:22](=[CH:21][CH:20]=[CH:19][CH:18]=4)[C:13]([C:11]#[N:12])=[CH:14][CH:15]=3)[CH2:7][CH2:6]2)[O:4][CH2:3][CH2:2]1. The reactants are [O:1]1[C:5]2([CH2:10][CH2:9][NH:8][CH2:7][CH2:6]2)[O:4][CH2:3][CH2:2]1.[C:11]([C:13]1(F)[C:22]2[C:17](=[CH:18][CH:19]=[CH:20][CH:21]=2)[CH:16]=[CH:15][CH2:14]1)#[N:12]. The yield is 0.430.